Dataset: Catalyst prediction with 721,799 reactions and 888 catalyst types from USPTO. Task: Predict which catalyst facilitates the given reaction. (1) Reactant: [Cl:1][C:2]1[C:3](Cl)=[N:4][CH:5]=[C:6]([CH:10]=1)[C:7]([OH:9])=[O:8].I[CH2:13][CH3:14].C([O-])([O-])=O.[K+].[K+].Cl.Cl.[CH2:23]([N:30]1[CH2:35][CH2:34][CH2:33][C@@H:32]([NH2:36])[CH2:31]1)[C:24]1[CH:29]=[CH:28][CH:27]=[CH:26][CH:25]=1. Product: [CH2:23]([N:30]1[CH2:35][CH2:34][CH2:33][C@@H:32]([NH:36][C:3]2[C:2]([Cl:1])=[CH:10][C:6]([C:7]([O:9][CH2:13][CH3:14])=[O:8])=[CH:5][N:4]=2)[CH2:31]1)[C:24]1[CH:25]=[CH:26][CH:27]=[CH:28][CH:29]=1. The catalyst class is: 3. (2) Reactant: O.[OH-].[Li+].[CH3:4][O:5][C@H:6]([CH3:38])[C@@H:7]([C:34]([O:36]C)=[O:35])[NH:8][C:9]([C:11]1[C:20]([NH:21][C:22]([NH:24][C:25]2[C:30]([CH3:31])=[CH:29][C:28]([CH3:32])=[CH:27][C:26]=2[CH3:33])=[O:23])=[CH:19][C:18]2[C:13](=[CH:14][CH:15]=[CH:16][CH:17]=2)[CH:12]=1)=[O:10].O.Cl. Product: [CH3:4][O:5][C@H:6]([CH3:38])[C@@H:7]([C:34]([OH:36])=[O:35])[NH:8][C:9]([C:11]1[C:20]([NH:21][C:22]([NH:24][C:25]2[C:26]([CH3:33])=[CH:27][C:28]([CH3:32])=[CH:29][C:30]=2[CH3:31])=[O:23])=[CH:19][C:18]2[C:13](=[CH:14][CH:15]=[CH:16][CH:17]=2)[CH:12]=1)=[O:10]. The catalyst class is: 12. (3) Reactant: [CH3:1][C@H:2]([CH2:39]C=C)[C:3]([O:5][CH2:6][C@H:7]([NH:14][C:15](=[O:38])[C@H:16]([NH:20][C:21]([O:23][CH2:24][CH:25]1[C:37]2[CH:36]=[CH:35][CH:34]=[CH:33][C:32]=2[C:31]2[C:26]1=[CH:27][CH:28]=[CH:29][CH:30]=2)=[O:22])[CH2:17][CH:18]=[CH2:19])[C:8]1[CH:13]=[CH:12][CH:11]=[CH:10][CH:9]=1)=[O:4]. Product: [CH3:39][C@H:2]1[C:3](=[O:4])[O:5][CH2:6][C@@H:7]([C:8]2[CH:13]=[CH:12][CH:11]=[CH:10][CH:9]=2)[NH:14][C:15](=[O:38])[C@H:16]([NH:20][C:21](=[O:22])[O:23][CH2:24][CH:25]2[C:37]3[CH:36]=[CH:35][CH:34]=[CH:33][C:32]=3[C:31]3[C:26]2=[CH:27][CH:28]=[CH:29][CH:30]=3)[CH2:17][CH:18]=[CH:19][CH2:1]1. The catalyst class is: 2. (4) Reactant: [CH:1]1([O:7][CH:8]2[CH2:13][CH2:12][N:11]([C:14]3[N:19]=[CH:18][C:17]([C:20]4[CH:25]=[CH:24][C:23]([C:26]5[S:30][C:29]([N:31]6[CH2:36][CH2:35][CH:34]([CH2:37][OH:38])[CH2:33][CH2:32]6)=[N:28][N:27]=5)=[CH:22][CH:21]=4)=[CH:16][N:15]=3)[CH2:10][CH2:9]2)[CH2:6][CH2:5][CH2:4][CH2:3][CH2:2]1.CC(OI1(OC(C)=O)(OC(C)=O)OC(=O)C2C=CC=CC1=2)=O.S([O-])([O-])(=O)=S.[Na+].[Na+]. Product: [CH:1]1([O:7][CH:8]2[CH2:13][CH2:12][N:11]([C:14]3[N:15]=[CH:16][C:17]([C:20]4[CH:21]=[CH:22][C:23]([C:26]5[S:30][C:29]([N:31]6[CH2:36][CH2:35][CH:34]([CH:37]=[O:38])[CH2:33][CH2:32]6)=[N:28][N:27]=5)=[CH:24][CH:25]=4)=[CH:18][N:19]=3)[CH2:10][CH2:9]2)[CH2:6][CH2:5][CH2:4][CH2:3][CH2:2]1. The catalyst class is: 4. (5) Reactant: C([O:4][C:5](=[O:62])[C@H:6]([CH2:15][C:16]1[CH:21]=[CH:20][C:19]([O:22][C:23](=[O:61])[NH:24][CH2:25][CH2:26][C@H:27]([NH:53][C:54]([O:56][C:57]([CH3:60])([CH3:59])[CH3:58])=[O:55])[C:28](=[O:52])[NH:29][CH2:30][CH2:31][S:32][C:33]([C:46]2[CH:51]=[CH:50][CH:49]=[CH:48][CH:47]=2)([C:40]2[CH:45]=[CH:44][CH:43]=[CH:42][CH:41]=2)[C:34]2[CH:39]=[CH:38][CH:37]=[CH:36][CH:35]=2)=[CH:18][CH:17]=1)[NH:7][C:8]([O:10][C:11]([CH3:14])([CH3:13])[CH3:12])=[O:9])C=C.C(N(CC)CC)C.C(O)=O. Product: [C:11]([O:10][C:8]([NH:7][C@H:6]([C:5]([OH:62])=[O:4])[CH2:15][C:16]1[CH:17]=[CH:18][C:19]([O:22][C:23](=[O:61])[NH:24][CH2:25][CH2:26][C@H:27]([NH:53][C:54]([O:56][C:57]([CH3:59])([CH3:58])[CH3:60])=[O:55])[C:28](=[O:52])[NH:29][CH2:30][CH2:31][S:32][C:33]([C:46]2[CH:47]=[CH:48][CH:49]=[CH:50][CH:51]=2)([C:34]2[CH:39]=[CH:38][CH:37]=[CH:36][CH:35]=2)[C:40]2[CH:41]=[CH:42][CH:43]=[CH:44][CH:45]=2)=[CH:20][CH:21]=1)=[O:9])([CH3:12])([CH3:13])[CH3:14]. The catalyst class is: 30. (6) Reactant: [CH:1]1([N:4]([CH:31]2[CH2:33][CH2:32]2)[C:5]([C:7]2[N:28]([CH2:29][CH3:30])[C:10]3=[N:11][C:12]([NH:19][C:20]4[S:21][C:22]([C:25](O)=[O:26])=[CH:23][N:24]=4)=[C:13]4[N:17]=[CH:16][N:15]([CH3:18])[C:14]4=[C:9]3[CH:8]=2)=[O:6])[CH2:3][CH2:2]1.[CH:34]1([NH2:37])[CH2:36][CH2:35]1.CN(C(ON1N=NC2C=CC=NC1=2)=[N+](C)C)C.F[P-](F)(F)(F)(F)F.CCN(C(C)C)C(C)C. Product: [CH:34]1([NH:37][C:25]([C:22]2[S:21][C:20]([NH:19][C:12]3[N:11]=[C:10]4[N:28]([CH2:29][CH3:30])[C:7]([C:5](=[O:6])[N:4]([CH:1]5[CH2:3][CH2:2]5)[CH:31]5[CH2:32][CH2:33]5)=[CH:8][C:9]4=[C:14]4[N:15]([CH3:18])[CH:16]=[N:17][C:13]=34)=[N:24][CH:23]=2)=[O:26])[CH2:36][CH2:35]1. The catalyst class is: 3. (7) Reactant: [CH2:1]([N:5]1[CH2:10][CH2:9][N:8]([C:11]2[CH:23]=[CH:22][C:14]([CH2:15][N:16]3[CH2:21][CH2:20][O:19][CH2:18][CH2:17]3)=[CH:13][C:12]=2[CH:24]2[CH2:29][C:28]([CH3:31])([CH3:30])[CH2:27][C:26]([CH3:33])([CH3:32])[CH2:25]2)[CH2:7][CH2:6]1)[CH2:2][CH2:3][CH3:4].[ClH:34]. Product: [ClH:34].[ClH:34].[CH2:1]([N:5]1[CH2:10][CH2:9][N:8]([C:11]2[CH:23]=[CH:22][C:14]([CH2:15][N:16]3[CH2:21][CH2:20][O:19][CH2:18][CH2:17]3)=[CH:13][C:12]=2[CH:24]2[CH2:29][C:28]([CH3:31])([CH3:30])[CH2:27][C:26]([CH3:32])([CH3:33])[CH2:25]2)[CH2:7][CH2:6]1)[CH2:2][CH2:3][CH3:4]. The catalyst class is: 96.